This data is from Forward reaction prediction with 1.9M reactions from USPTO patents (1976-2016). The task is: Predict the product of the given reaction. Given the reactants Cl.[Si]([O:9][CH2:10][CH2:11][N:12]1[C:21]2[C:16](=[CH:17][CH:18]=[C:19]([NH:22][C:23](=[O:41])[C:24]3[CH:29]=[CH:28][C:27]([C:30]([F:33])([F:32])[F:31])=[CH:26][C:25]=3[NH:34][CH:35]3[CH2:40][CH2:39][CH2:38][CH2:37][CH2:36]3)[CH:20]=2)[CH2:15][CH2:14][C:13]1=[O:42])(C(C)(C)C)(C)C, predict the reaction product. The product is: [CH:35]1([NH:34][C:25]2[CH:26]=[C:27]([C:30]([F:33])([F:31])[F:32])[CH:28]=[CH:29][C:24]=2[C:23]([NH:22][C:19]2[CH:20]=[C:21]3[C:16]([CH2:15][CH2:14][C:13](=[O:42])[N:12]3[CH2:11][CH2:10][OH:9])=[CH:17][CH:18]=2)=[O:41])[CH2:36][CH2:37][CH2:38][CH2:39][CH2:40]1.